From a dataset of Catalyst prediction with 721,799 reactions and 888 catalyst types from USPTO. Predict which catalyst facilitates the given reaction. (1) Reactant: O.[OH-].[Li+].[CH:4]1([C@H:10]([NH:15][C:16]([C:18]2[C:27]([NH:28][C:29]([NH:31][C:32]3[C:37]([CH3:38])=[CH:36][C:35]([CH2:39][CH3:40])=[CH:34][C:33]=3[CH3:41])=[O:30])=[CH:26][C:25]3[C:20](=[CH:21][CH:22]=[CH:23][CH:24]=3)[CH:19]=2)=[O:17])[C:11]([O:13]C)=[O:12])[CH2:9][CH2:8][CH2:7][CH2:6][CH2:5]1.CO.Cl. Product: [CH:4]1([C@H:10]([NH:15][C:16]([C:18]2[C:27]([NH:28][C:29]([NH:31][C:32]3[C:37]([CH3:38])=[CH:36][C:35]([CH2:39][CH3:40])=[CH:34][C:33]=3[CH3:41])=[O:30])=[CH:26][C:25]3[C:20](=[CH:21][CH:22]=[CH:23][CH:24]=3)[CH:19]=2)=[O:17])[C:11]([OH:13])=[O:12])[CH2:5][CH2:6][CH2:7][CH2:8][CH2:9]1. The catalyst class is: 20. (2) The catalyst class is: 70. Product: [CH3:24][C:23]1[CH:22]=[C:21]([CH3:25])[NH:20][C:19](=[O:26])[C:18]=1[CH2:17][NH:16][C:14]([C:4]1[C:5]2[CH:10]=[N:9][N:8]([CH:11]([CH3:13])[CH3:12])[C:6]=2[N:7]=[C:2]([C:39]2[CH:38]=[CH:37][C:36]([C:34]([N:31]3[CH2:32][CH2:33][N:28]([CH3:27])[CH2:29][CH2:30]3)=[O:35])=[CH:41][CH:40]=2)[CH:3]=1)=[O:15]. Reactant: Br[C:2]1[CH:3]=[C:4]([C:14]([NH:16][CH2:17][C:18]2[C:19](=[O:26])[NH:20][C:21]([CH3:25])=[CH:22][C:23]=2[CH3:24])=[O:15])[C:5]2[CH:10]=[N:9][N:8]([CH:11]([CH3:13])[CH3:12])[C:6]=2[N:7]=1.[CH3:27][N:28]1[CH2:33][CH2:32][N:31]([C:34]([C:36]2[CH:41]=[CH:40][C:39](B3OC(C)(C)C(C)(C)O3)=[CH:38][CH:37]=2)=[O:35])[CH2:30][CH2:29]1.C([O-])([O-])=O.[Na+].[Na+].CCOC(C)=O.